From a dataset of Forward reaction prediction with 1.9M reactions from USPTO patents (1976-2016). Predict the product of the given reaction. (1) Given the reactants [CH:1]1([CH2:6][C:7]2[CH:12]=[CH:11][C:10]([O:13][CH3:14])=[CH:9][C:8]=2OS(C(F)(F)F)(=O)=O)[CH2:5][CH:4]=[CH:3][CH2:2]1.C(N(CC)CC)C.C1(P(C2C=CC=CC=2)CCCP(C2C=CC=CC=2)C2C=CC=CC=2)C=CC=CC=1, predict the reaction product. The product is: [CH3:14][O:13][C:10]1[CH:11]=[CH:12][C:7]2[CH2:6][CH:1]3[CH2:5][CH:4]([CH:3]=[CH:2]3)[C:8]=2[CH:9]=1. (2) Given the reactants [C:1]1([CH2:7][CH2:8][S:9]([N:12]2[CH2:17][CH2:16][CH:15]([CH2:18][NH2:19])[CH2:14][CH2:13]2)(=[O:11])=[O:10])[CH:6]=[CH:5][CH:4]=[CH:3][CH:2]=1.Cl[C:21]1[N:30]=[C:29]([NH2:31])[C:28]2[C:23](=[CH:24][CH:25]=[CH:26][CH:27]=2)[N:22]=1, predict the reaction product. The product is: [C:1]1([CH2:7][CH2:8][S:9]([N:12]2[CH2:13][CH2:14][CH:15]([CH2:18][NH:19][C:21]3[N:30]=[C:29]([NH2:31])[C:28]4[C:23](=[CH:24][CH:25]=[CH:26][CH:27]=4)[N:22]=3)[CH2:16][CH2:17]2)(=[O:10])=[O:11])[CH:6]=[CH:5][CH:4]=[CH:3][CH:2]=1. (3) Given the reactants [C:1]([C:5]1[CH:13]=[C:12]2[C:8]([CH2:9][CH:10]([CH2:15][C:16]([CH3:19])([CH3:18])[CH3:17])[C:11]2=O)=[C:7]([C:20]2[CH:25]=[CH:24][CH:23]=[CH:22][CH:21]=2)[C:6]=1[O:26][CH3:27])([CH3:4])([CH3:3])[CH3:2].[BH4-].[Na+].C1COCC1.Cl, predict the reaction product. The product is: [C:1]([C:5]1[CH:13]=[C:12]2[C:8](=[C:7]([C:20]3[CH:25]=[CH:24][CH:23]=[CH:22][CH:21]=3)[C:6]=1[O:26][CH3:27])[CH2:9][C:10]([CH2:15][C:16]([CH3:19])([CH3:18])[CH3:17])=[CH:11]2)([CH3:4])([CH3:3])[CH3:2].